Predict which catalyst facilitates the given reaction. From a dataset of Catalyst prediction with 721,799 reactions and 888 catalyst types from USPTO. (1) Reactant: [I-].C1([P+](C2C=CC=CC=2)(C2C=CC=CC=2)[CH2:9][CH2:10][C:11]([F:14])([F:13])[F:12])C=CC=CC=1.CC(C)([O-])C.[K+].[NH2:33][C:34]1[N:39]=[C:38]([N:40]([CH3:47])[C:41]2[CH:46]=[CH:45][CH:44]=[CH:43][CH:42]=2)[N:37]=[C:36]([C:48]2[N:52]=[C:51]([N:53]3[CH2:58][CH2:57][C:56](=O)[CH2:55][CH2:54]3)[O:50][N:49]=2)[N:35]=1. Product: [CH3:47][N:40]([C:41]1[CH:46]=[CH:45][CH:44]=[CH:43][CH:42]=1)[C:38]1[N:39]=[C:34]([NH2:33])[N:35]=[C:36]([C:48]2[N:52]=[C:51]([N:53]3[CH2:54][CH2:55][C:56](=[CH:9][CH2:10][C:11]([F:14])([F:13])[F:12])[CH2:57][CH2:58]3)[O:50][N:49]=2)[N:37]=1. The catalyst class is: 258. (2) Reactant: [CH3:1][CH:2]([CH3:28])[CH:3]([NH:15][C:16]([CH:18]1[CH2:24][CH2:23][CH:22]([CH2:25][CH2:26][CH3:27])[CH2:21][CH2:20][NH:19]1)=[O:17])[CH:4]1[CH:9]([OH:10])[CH:8]([OH:11])[CH:7]([OH:12])[CH:6]([S:13][CH3:14])[O:5]1.C(O[C:32]1(O[Si](C)(C)C)[CH2:34][CH2:33]1)C.C([BH3-])#N.[Na+]. Product: [CH3:1][CH:2]([CH3:28])[CH:3]([NH:15][C:16]([CH:18]1[CH2:24][CH2:23][CH:22]([CH2:25][CH2:26][CH3:27])[CH2:21][CH2:20][N:19]1[CH:32]1[CH2:34][CH2:33]1)=[O:17])[CH:4]1[CH:9]([OH:10])[CH:8]([OH:11])[CH:7]([OH:12])[CH:6]([S:13][CH3:14])[O:5]1. The catalyst class is: 130. (3) Reactant: [Cl:1][C:2]1[CH:3]=[C:4]2[C:10]([CH3:12])([CH3:11])[C:9]([CH3:13])=[N:8][C:5]2=[N:6][CH:7]=1.[CH2:14]1[CH2:20][S:17](=[O:19])(=[O:18])[O:16][CH2:15]1. Product: [Cl:1][C:2]1[CH:3]=[C:4]2[C:10]([CH3:12])([CH3:11])[C:9]([CH3:13])=[N:8][C:5]2=[N+:6]([CH2:15][CH2:14][CH2:20][S:17]([O-:19])(=[O:18])=[O:16])[CH:7]=1. The catalyst class is: 13. (4) Reactant: [NH2:1][C:2]1[S:3][CH:4]=[CH:5][N:6]=1.C(=O)(OC(C)(C)C)[O:8][C:9]([O:11][C:12]([CH3:15])([CH3:14])[CH3:13])=O. Product: [CH3:15][C:12]([O:11][C:9]([N:1]([C:2]1[S:3][CH:4]=[CH:5][N:6]=1)[C:9](=[O:8])[O:11][C:12]([CH3:15])([CH3:14])[CH3:13])=[O:8])([CH3:13])[CH3:14]. The catalyst class is: 251. (5) Reactant: [C:1]([CH2:3][C:4]1([N:15]2[CH:19]=[C:18]([C:20]3[C:25]([F:26])=[CH:24][N:23]=[C:22]4[N:27]([CH2:30][O:31][CH2:32][CH2:33][Si:34]([CH3:37])([CH3:36])[CH3:35])[CH:28]=[CH:29][C:21]=34)[CH:17]=[N:16]2)[CH2:7][N:6](C(OC(C)(C)C)=O)[CH2:5]1)#[N:2].Cl.O1CCOCC1. Product: [F:26][C:25]1[C:20]([C:18]2[CH:17]=[N:16][N:15]([C:4]3([CH2:3][C:1]#[N:2])[CH2:7][NH:6][CH2:5]3)[CH:19]=2)=[C:21]2[CH:29]=[CH:28][N:27]([CH2:30][O:31][CH2:32][CH2:33][Si:34]([CH3:36])([CH3:37])[CH3:35])[C:22]2=[N:23][CH:24]=1. The catalyst class is: 1. (6) Reactant: [OH:1][C:2]1[CH:7]=[CH:6][C:5]([CH2:8][C:9]([O-:11])=[O:10])=[CH:4][CH:3]=1.Br[C:13]1[N:18]=[CH:17][C:16]([CH:19]=[O:20])=[CH:15][CH:14]=1.[C:21]([O-])([O-])=O.[K+].[K+]. Product: [CH3:21][O:10][C:9](=[O:11])[CH2:8][C:5]1[CH:4]=[CH:3][C:2]([O:1][C:13]2[CH:14]=[CH:15][C:16]([CH:19]=[O:20])=[CH:17][N:18]=2)=[CH:7][CH:6]=1. The catalyst class is: 3. (7) Reactant: F[C:2](F)(F)[C:3]([O-])=O.[C:8]([NH:11][C:12]1[S:20][C:15]2[CH2:16][NH2+:17][CH2:18][CH2:19][C:14]=2[CH:13]=1)(=[O:10])[CH3:9].C(=O)C.C(O[BH-](OC(=O)C)OC(=O)C)(=O)C.[Na+]. Product: [CH2:2]([N:17]1[CH2:18][CH2:19][C:14]2[CH:13]=[C:12]([NH:11][C:8](=[O:10])[CH3:9])[S:20][C:15]=2[CH2:16]1)[CH3:3]. The catalyst class is: 68. (8) Reactant: [OH:1][C:2]([CH3:35])([CH3:34])[CH2:3][CH2:4][N:5]1[CH:9]=[C:8]([C:10]2[CH:33]=[CH:32][C:13]3[N:14]([C:17]4[CH:18]=[C:19]([NH:28]C(=O)C)[CH:20]=[C:21]([N:23]5[CH:27]=[CH:26][CH:25]=[CH:24]5)[CH:22]=4)[CH:15]=[N:16][C:12]=3[CH:11]=2)[N:7]=[N:6]1.[OH-].[Na+]. Product: [NH2:28][C:19]1[CH:18]=[C:17]([N:14]2[C:13]3[CH:32]=[CH:33][C:10]([C:8]4[N:7]=[N:6][N:5]([CH2:4][CH2:3][C:2]([CH3:35])([OH:1])[CH3:34])[CH:9]=4)=[CH:11][C:12]=3[N:16]=[CH:15]2)[CH:22]=[C:21]([N:23]2[CH:27]=[CH:26][CH:25]=[CH:24]2)[CH:20]=1. The catalyst class is: 8.